Dataset: Full USPTO retrosynthesis dataset with 1.9M reactions from patents (1976-2016). Task: Predict the reactants needed to synthesize the given product. (1) Given the product [Cl:7][C:8]1[CH:17]=[C:16]2[C:11]([C:12]([CH3:20])([CH3:19])[CH2:13][C:14](=[O:18])[NH:15]2)=[CH:10][C:9]=1[CH2:21][CH2:22][CH2:23][N:29]1[CH2:30][CH2:31][N:26]([C:32]2[C:36]3[CH:37]=[CH:38][CH:39]=[CH:40][C:35]=3[S:34][N:33]=2)[CH2:27][CH2:28]1, predict the reactants needed to synthesize it. The reactants are: C(=O)([O-])[O-].[Na+].[Na+].[Cl:7][C:8]1[CH:17]=[C:16]2[C:11]([C:12]([CH3:20])([CH3:19])[CH2:13][C:14](=[O:18])[NH:15]2)=[CH:10][C:9]=1[CH2:21][CH2:22][CH2:23]Cl.Cl.[N:26]1([C:32]2[C:36]3[CH:37]=[CH:38][CH:39]=[CH:40][C:35]=3[S:34][N:33]=2)[CH2:31][CH2:30][NH:29][CH2:28][CH2:27]1. (2) Given the product [Cl:40][C:24]1[CH:23]=[C:22]([NH:21][C:19]2[C:20]3[N:12]([CH2:11][CH2:10][OH:9])[CH:13]=[CH:14][C:15]=3[N:16]=[CH:17][N:18]=2)[CH:39]=[CH:38][C:25]=1[O:26][C:27]1[CH:28]=[CH:29][C:30]([F:37])=[C:31]([CH:36]=1)[C:32]([NH2:49])=[O:34], predict the reactants needed to synthesize it. The reactants are: C([O:9][CH2:10][CH2:11][N:12]1[C:20]2[C:19]([NH:21][C:22]3[CH:39]=[CH:38][C:25]([O:26][C:27]4[CH:28]=[CH:29][C:30]([F:37])=[C:31]([CH:36]=4)[C:32]([O:34]C)=O)=[C:24]([Cl:40])[CH:23]=3)=[N:18][CH:17]=[N:16][C:15]=2[CH:14]=[CH:13]1)(=O)C1C=CC=CC=1.[OH-].[Na+].N.CO.Cl.C([N:49]=C=NCCCN(C)C)C.ON1C2C=CC=CC=2N=N1. (3) Given the product [F:13][C:9]1[N:8]=[C:7]([O:6][C:5]2[CH:14]=[CH:15][C:2]([C:20]#[C:19][CH2:18][OH:22])=[CH:3][C:4]=2[O:16][CH3:17])[CH:12]=[CH:11][CH:10]=1, predict the reactants needed to synthesize it. The reactants are: Br[C:2]1[CH:15]=[CH:14][C:5]([O:6][C:7]2[CH:12]=[CH:11][CH:10]=[C:9]([F:13])[N:8]=2)=[C:4]([O:16][CH3:17])[CH:3]=1.[CH2:18]([OH:22])[CH2:19][C:20]#C. (4) Given the product [F:1][C:2]1[CH:3]=[CH:4][C:5]([CH2:12][NH:13][C:14]([C:16]2[C:32]([OH:33])=[C:19]3[C:20](=[O:31])[N:21]([CH3:30])[CH2:22][C@H:23]([C:24]4[CH:29]=[CH:28][CH:27]=[CH:26][CH:25]=4)[N:18]3[N:17]=2)=[O:15])=[C:6]([CH:11]=1)[C:7]([OH:9])=[O:8], predict the reactants needed to synthesize it. The reactants are: [F:1][C:2]1[CH:3]=[CH:4][C:5]([CH2:12][NH:13][C:14]([C:16]2[C:32]([OH:33])=[C:19]3[C:20](=[O:31])[N:21]([CH3:30])[CH2:22][C@H:23]([C:24]4[CH:29]=[CH:28][CH:27]=[CH:26][CH:25]=4)[N:18]3[N:17]=2)=[O:15])=[C:6]([CH:11]=1)[C:7]([O:9]C)=[O:8].[OH-].[Na+]. (5) Given the product [Cl:13][C:4]1[CH:5]=[C:6]([N+:10]([O-:12])=[O:11])[C:7]([F:9])=[CH:8][C:3]=1[CH2:2][P:14](=[O:15])([O:19][CH2:20][CH3:21])[O:16][CH2:17][CH3:18], predict the reactants needed to synthesize it. The reactants are: Br[CH2:2][C:3]1[CH:8]=[C:7]([F:9])[C:6]([N+:10]([O-:12])=[O:11])=[CH:5][C:4]=1[Cl:13].[P:14](OCC)([O:19][CH2:20][CH3:21])([O:16][CH2:17][CH3:18])=[O:15]. (6) Given the product [Cl:13][C:14]1[S:18][C:17]([C:19]([CH:24]2[CH2:25][CH2:26][CH2:27]2)([CH3:1])[C:20]([O:22][CH3:23])=[O:21])=[CH:16][CH:15]=1, predict the reactants needed to synthesize it. The reactants are: [CH:1](NC(C)C)(C)C.C([Li])CCC.[Cl:13][C:14]1[S:18][C:17]([CH:19]([CH:24]2[CH2:27][CH2:26][CH2:25]2)[C:20]([O:22][CH3:23])=[O:21])=[CH:16][CH:15]=1.IC.[Cl-].[NH4+]. (7) The reactants are: [OH-:1].[Na+].BrBr.[Cl:5][C:6]1[C:11]([F:12])=[CH:10][CH:9]=[C:8]([Cl:13])[C:7]=1[C:14](=[O:16])C.Br[O-].[Na+]. Given the product [Cl:5][C:6]1[C:11]([F:12])=[CH:10][CH:9]=[C:8]([Cl:13])[C:7]=1[C:14]([OH:16])=[O:1], predict the reactants needed to synthesize it. (8) Given the product [C:1]([C:9]1[C:10](=[O:21])[N:11]([CH2:19][CH3:20])[C:12](=[O:18])[N:13]([CH2:16][CH3:17])[C:14]=1[CH2:15][Br:22])(=[O:8])[C:2]1[CH:7]=[CH:6][CH:5]=[CH:4][CH:3]=1, predict the reactants needed to synthesize it. The reactants are: [C:1]([C:9]1[C:10](=[O:21])[N:11]([CH2:19][CH3:20])[C:12](=[O:18])[N:13]([CH2:16][CH3:17])[C:14]=1[CH3:15])(=[O:8])[C:2]1[CH:7]=[CH:6][CH:5]=[CH:4][CH:3]=1.[Br:22]Br. (9) Given the product [C:1]([O:5][C:6](=[O:37])[NH:7][C:8]1[N:9]=[CH:10][C:11]([C:14]2[N:15]=[C:16]([N:31]3[CH2:32][CH2:33][O:34][CH2:35][CH2:36]3)[C:17]3[N:23]=[CH:22][C:21]([C:24]4[CH:29]=[CH:28][CH:27]=[C:26]([NH:30][C:40](=[O:41])[CH2:39][Cl:38])[CH:25]=4)=[CH:20][C:18]=3[N:19]=2)=[CH:12][N:13]=1)([CH3:4])([CH3:2])[CH3:3], predict the reactants needed to synthesize it. The reactants are: [C:1]([O:5][C:6](=[O:37])[NH:7][C:8]1[N:13]=[CH:12][C:11]([C:14]2[N:15]=[C:16]([N:31]3[CH2:36][CH2:35][O:34][CH2:33][CH2:32]3)[C:17]3[N:23]=[CH:22][C:21]([C:24]4[CH:29]=[CH:28][CH:27]=[C:26]([NH2:30])[CH:25]=4)=[CH:20][C:18]=3[N:19]=2)=[CH:10][N:9]=1)([CH3:4])([CH3:3])[CH3:2].[Cl:38][CH2:39][C:40](Cl)=[O:41].C(N(CC)CC)C. (10) Given the product [ClH:19].[NH2:12][C:13]1[N:18]=[C:17]([NH:11][C:8]2[CH:9]=[CH:10][C:5]([NH:4][C:2](=[O:3])[CH3:1])=[CH:6][CH:7]=2)[CH:16]=[C:15]([CH3:20])[N:14]=1, predict the reactants needed to synthesize it. The reactants are: [CH3:1][C:2]([NH:4][C:5]1[CH:10]=[CH:9][C:8]([NH2:11])=[CH:7][CH:6]=1)=[O:3].[NH2:12][C:13]1[N:18]=[C:17]([Cl:19])[CH:16]=[C:15]([CH3:20])[N:14]=1.